From a dataset of CYP1A2 inhibition data for predicting drug metabolism from PubChem BioAssay. Regression/Classification. Given a drug SMILES string, predict its absorption, distribution, metabolism, or excretion properties. Task type varies by dataset: regression for continuous measurements (e.g., permeability, clearance, half-life) or binary classification for categorical outcomes (e.g., BBB penetration, CYP inhibition). Dataset: cyp1a2_veith. (1) The drug is C=CCOC(=O)C1=C(C)NC(SC)=C(C#N)C1c1cccs1. The result is 1 (inhibitor). (2) The drug is COc1cccc(Nc2ncc3nc(C)c(=O)n(C)c3n2)c1. The result is 1 (inhibitor).